This data is from Reaction yield outcomes from USPTO patents with 853,638 reactions. The task is: Predict the reaction yield, written as a fraction of the theoretical maximum amount of product (1.0 means a 100% yield; for example, 0.34 means a 34% yield). (1) The reactants are [Cl:1][C:2]1[C:10]2[N:9]=[C:8]([O:11][C:12]3[C:17]([CH3:18])=[CH:16][C:15]([S:19][CH3:20])=[CH:14][C:13]=3[Cl:21])[N:7]([CH3:22])[C:6]=2[C:5]([CH:23]([CH2:26][CH3:27])[CH2:24][CH3:25])=[CH:4][CH:3]=1.ClC1C=CC=C(C(OO)=[O:36])C=1. The catalyst is ClCCl.C(=O)([O-])O.[Na+]. The product is [Cl:1][C:2]1[C:10]2[N:9]=[C:8]([O:11][C:12]3[C:17]([CH3:18])=[CH:16][C:15]([S:19]([CH3:20])=[O:36])=[CH:14][C:13]=3[Cl:21])[N:7]([CH3:22])[C:6]=2[C:5]([CH:23]([CH2:26][CH3:27])[CH2:24][CH3:25])=[CH:4][CH:3]=1. The yield is 0.470. (2) The reactants are [OH:1][C:2]1[CH:7]=[CH:6][C:5]([N:8]2[C:13](=[O:14])[C:12]([CH2:15][C:16]3[CH:21]=[CH:20][C:19]([C:22]4[C:23]([C:28]#[N:29])=[CH:24][CH:25]=[CH:26][CH:27]=4)=[CH:18][CH:17]=3)=[C:11]([CH2:30][CH2:31][CH3:32])[N:10]=[C:9]2[CH3:33])=[CH:4][CH:3]=1.[CH3:34][CH:35](O)[CH2:36][C:37]#[CH:38].C1(P(C2C=CC=CC=2)C2C=CC=CC=2)C=CC=CC=1.[N:60]([C:61]([O:63]C(C)C)=[O:62])=[N:60][C:61]([O:63]C(C)C)=[O:62]. The catalyst is O1CCCC1.O.C(OCC)(=O)C. The product is [CH3:33][C:9]1[N:8]([C:5]2[CH:4]=[CH:3][C:2]([O:1][CH:35]([CH3:34])[CH2:36][C:37]#[CH:38])=[CH:7][CH:6]=2)[C:13](=[O:14])[C:12]([CH2:15][C:16]2[CH:21]=[CH:20][C:19]([C:22]3[CH:27]=[CH:26][CH:25]=[CH:24][C:23]=3[C:28]3[NH:60][C:61](=[O:62])[O:63][N:29]=3)=[CH:18][CH:17]=2)=[C:11]([CH2:30][CH2:31][CH3:32])[N:10]=1. The yield is 0.0600. (3) The reactants are Br[CH2:2][CH2:3][CH2:4][C:5]1[CH:6]=[C:7]([NH:11][C:12]2[N:17]=[C:16]([NH:18][CH2:19][CH2:20][C:21]3[CH:22]=[C:23]([OH:27])[CH:24]=[CH:25][CH:26]=3)[C:15]([Cl:28])=[CH:14][N:13]=2)[CH:8]=[CH:9][CH:10]=1.[OH-].[Na+].Cl. The catalyst is O1CCCC1.O. The product is [Cl:28][C:15]1[CH:14]=[N:13][C:12]2[NH:11][C:7]3[CH:8]=[CH:9][CH:10]=[C:5]([CH:6]=3)[CH2:4][CH2:3][CH2:2][O:27][C:23]3[CH:22]=[C:21]([CH2:20][CH2:19][NH:18][C:16]=1[N:17]=2)[CH:26]=[CH:25][CH:24]=3. The yield is 0.100. (4) The reactants are [C:1]([C:3]1[CH:8]=[CH:7][CH:6]=[CH:5][C:4]=1[C:9]1[CH:14]=[CH:13][C:12]([CH2:15][C:16]2[C:17](=[O:37])[N:18]([C@H:28]3[CH2:33][CH2:32][C@H:31]([C:34](O)=[O:35])[CH2:30][CH2:29]3)[C:19]3[N:20]([N:25]=[CH:26][N:27]=3)[C:21]=2[CH2:22][CH2:23][CH3:24])=[CH:11][CH:10]=1)#[N:2].[NH4+].O[N:40]1C2C=CC=CC=2N=N1.Cl.C(N=C=NCCCN(C)C)C.CN(C)C=O. The catalyst is C(OCC)(=O)C. The product is [C:1]([C:3]1[CH:8]=[CH:7][CH:6]=[CH:5][C:4]=1[C:9]1[CH:14]=[CH:13][C:12]([CH2:15][C:16]2[C:17](=[O:37])[N:18]([C@H:28]3[CH2:33][CH2:32][C@H:31]([C:34]([NH2:40])=[O:35])[CH2:30][CH2:29]3)[C:19]3[N:20]([N:25]=[CH:26][N:27]=3)[C:21]=2[CH2:22][CH2:23][CH3:24])=[CH:11][CH:10]=1)#[N:2]. The yield is 0.670. (5) The reactants are [NH2:1][C:2]1[S:3][C:4]2[CH2:15][CH2:14][CH2:13][CH2:12][C:5]=2[C:6]=1[C:7](OCC)=[O:8].ClC1C=CC=C2C=1C1C(=O)NC(NC(=O)C(C)(C)C)=[N:26][C:20]=1[NH:21]2.O.[OH-].[NH4+]. The catalyst is CS(C)(=O)=O. The product is [NH2:21][C:20]1[NH:26][C:7](=[O:8])[C:6]2[C:5]3[CH2:12][CH2:13][CH2:14][CH2:15][C:4]=3[S:3][C:2]=2[N:1]=1. The yield is 0.600. (6) The reactants are [Cl:1][C:2]1[N:3]=[C:4](Cl)[C:5]2[CH2:10][CH2:9][CH:8]([C:11]3[CH:16]=[CH:15][CH:14]=[CH:13][CH:12]=3)[C:6]=2[N:7]=1.[CH:18]([C:21]1[CH:22]=[CH:23][C:24]([CH3:28])=[C:25]([CH:27]=1)[NH2:26])([CH3:20])[CH3:19].CCN(C(C)C)C(C)C. The catalyst is CN1C(=O)CCC1.CCOC(C)=O. The product is [Cl:1][C:2]1[N:3]=[C:4]([NH:26][C:25]2[CH:27]=[C:21]([CH:18]([CH3:19])[CH3:20])[CH:22]=[CH:23][C:24]=2[CH3:28])[C:5]2[CH2:10][CH2:9][CH:8]([C:11]3[CH:16]=[CH:15][CH:14]=[CH:13][CH:12]=3)[C:6]=2[N:7]=1. The yield is 0.309. (7) The reactants are Br[C:2]1[CH:10]=[CH:9][C:8]([Cl:11])=[CH:7][C:3]=1[C:4]([OH:6])=[O:5].[Li]CCCC.N#N.[CH3:19][C:20]([S@@:23]([N:25]=[CH:26][CH:27]([CH3:29])[CH3:28])=[O:24])([CH3:22])[CH3:21]. The catalyst is C1COCC1. The product is [C:20]([S@@:23]([NH:25][C@H:26]([C:2]1[CH:10]=[CH:9][C:8]([Cl:11])=[CH:7][C:3]=1[C:4]([OH:6])=[O:5])[CH:27]([CH3:29])[CH3:28])=[O:24])([CH3:22])([CH3:21])[CH3:19]. The yield is 0.200.